Dataset: Catalyst prediction with 721,799 reactions and 888 catalyst types from USPTO. Task: Predict which catalyst facilitates the given reaction. (1) Reactant: C(OC(=O)[NH:7][C@@H:8]([C:24](=[O:47])[NH:25][C@H:26]([C:35](=[O:46])[NH:36][C:37]1[S:38][CH:39]=[C:40]([C:42](=[O:45])[CH2:43][CH3:44])[N:41]=1)[C@H:27]([C:29]1[CH:34]=[CH:33][CH:32]=[CH:31][CH:30]=1)[CH3:28])[C:9]1[CH:14]=[CH:13][C:12]([O:15][CH2:16][CH2:17][N:18]2[CH2:23][CH2:22][CH2:21][CH2:20][CH2:19]2)=[CH:11][CH:10]=1)(C)(C)C. Product: [NH2:7][C@H:8]([C:9]1[CH:10]=[CH:11][C:12]([O:15][CH2:16][CH2:17][N:18]2[CH2:19][CH2:20][CH2:21][CH2:22][CH2:23]2)=[CH:13][CH:14]=1)[C:24]([NH:25][C@@H:26]([C@H:27]([C:29]1[CH:34]=[CH:33][CH:32]=[CH:31][CH:30]=1)[CH3:28])[C:35]([NH:36][C:37]1[S:38][CH:39]=[C:40]([C:42](=[O:45])[CH2:43][CH3:44])[N:41]=1)=[O:46])=[O:47]. The catalyst class is: 330. (2) Reactant: [CH2:1]([NH:3][C:4](=[O:22])[C:5]1[CH:10]=[CH:9][C:8]([N+:11]([O-])=O)=[C:7]([O:14][CH2:15][C:16]2[CH:21]=[CH:20][CH:19]=[CH:18][CH:17]=2)[CH:6]=1)[CH3:2].[Sn](Cl)Cl. Product: [CH2:1]([NH:3][C:4](=[O:22])[C:5]1[CH:10]=[CH:9][C:8]([NH2:11])=[C:7]([O:14][CH2:15][C:16]2[CH:17]=[CH:18][CH:19]=[CH:20][CH:21]=2)[CH:6]=1)[CH3:2]. The catalyst class is: 370. (3) Reactant: [Cl:1][C:2]1[CH:7]=[CH:6][N:5]=[C:4]2[N:8]([S:27]([C:30]3[CH:35]=[CH:34][C:33]([CH3:36])=[CH:32][CH:31]=3)(=[O:29])=[O:28])[C:9]([C:11]3[C:19]4[C:14](=[CH:15][C:16]([O:22][CH3:23])=[C:17]([O:20][CH3:21])[CH:18]=4)[N:13]([CH2:24][CH2:25]Cl)[CH:12]=3)=[CH:10][C:3]=12.[I-:37].[Na+]. Product: [Cl:1][C:2]1[CH:7]=[CH:6][N:5]=[C:4]2[N:8]([S:27]([C:30]3[CH:35]=[CH:34][C:33]([CH3:36])=[CH:32][CH:31]=3)(=[O:29])=[O:28])[C:9]([C:11]3[C:19]4[C:14](=[CH:15][C:16]([O:22][CH3:23])=[C:17]([O:20][CH3:21])[CH:18]=4)[N:13]([CH2:24][CH2:25][I:37])[CH:12]=3)=[CH:10][C:3]=12. The catalyst class is: 131. (4) Reactant: O[Li].O.[CH3:4][C@H:5]1[C:13]2[C:12]([N:14]3[CH2:19][CH2:18][N:17]([C:20]([O:22][C:23]([CH3:26])([CH3:25])[CH3:24])=[O:21])[CH2:16][CH2:15]3)=[N:11][CH:10]=[N:9][C:8]=2[C@H:7]([O:27]C(=O)C2C=CC([N+]([O-])=O)=CC=2)[CH2:6]1.C1COCC1. Product: [OH:27][C@H:7]1[C:8]2[N:9]=[CH:10][N:11]=[C:12]([N:14]3[CH2:19][CH2:18][N:17]([C:20]([O:22][C:23]([CH3:26])([CH3:25])[CH3:24])=[O:21])[CH2:16][CH2:15]3)[C:13]=2[C@H:5]([CH3:4])[CH2:6]1. The catalyst class is: 6. (5) Reactant: [CH3:1][O:2][C:3]1[C:8]([CH3:9])=[C:7]([CH3:10])[C:6]([O:11][CH3:12])=[C:5]([CH3:13])[C:4]=1[CH:14](O)[CH2:15][CH:16]=[CH2:17].C(O)(C(F)(F)F)=O.[SiH](CC)(CC)CC. Product: [CH2:14]([C:4]1[C:5]([CH3:13])=[C:6]([O:11][CH3:12])[C:7]([CH3:10])=[C:8]([CH3:9])[C:3]=1[O:2][CH3:1])[CH2:15][CH:16]=[CH2:17]. The catalyst class is: 2.